This data is from Catalyst prediction with 721,799 reactions and 888 catalyst types from USPTO. The task is: Predict which catalyst facilitates the given reaction. (1) Reactant: [F:1][C:2]1[CH:3]=[C:4]([N+:9]([O-:11])=[O:10])[CH:5]=[CH:6][C:7]=1F.[C:12]([C:16]1[CH:21]=[CH:20][C:19]([OH:22])=[CH:18][CH:17]=1)([CH3:15])([CH3:14])[CH3:13].C([O-])([O-])=O.[K+].[K+]. Product: [C:12]([C:16]1[CH:17]=[CH:18][C:19]([O:22][C:7]2[CH:6]=[CH:5][C:4]([N+:9]([O-:11])=[O:10])=[CH:3][C:2]=2[F:1])=[CH:20][CH:21]=1)([CH3:15])([CH3:13])[CH3:14]. The catalyst class is: 16. (2) Reactant: [NH2:1][C:2]1[CH:3]=[C:4]2[C:8](=[CH:9][CH:10]=1)[N:7]([CH2:11][C:12]1[CH:17]=[CH:16][CH:15]=[CH:14][CH:13]=1)[N:6]=[C:5]2[C:18]1[O:19][C:20]([C:23](OC)=[O:24])=[CH:21][CH:22]=1.[H-].[Al+3].[Li+].[H-].[H-].[H-].C([O-])([O-])=O.[K+].[K+]. Product: [NH2:1][C:2]1[CH:3]=[C:4]2[C:8](=[CH:9][CH:10]=1)[N:7]([CH2:11][C:12]1[CH:13]=[CH:14][CH:15]=[CH:16][CH:17]=1)[N:6]=[C:5]2[C:18]1[O:19][C:20]([CH2:23][OH:24])=[CH:21][CH:22]=1. The catalyst class is: 1. (3) Reactant: ClC1C=[C:10]2[C:5]([CH2:6][CH2:7][N:8](C3C=NC=CC=3)[C:9]2=O)=[CH:4]C=1.[F:19][C:20]1[CH:21]=[CH:22][C:23]2[S:31][C:30]3[CH2:29][CH2:28][NH:27][C:26](=[O:32])[C:25]=3[C:24]=2[CH:33]=1.IC1C=NC=CC=1C.P([O-])([O-])([O-])=O.[K+].[K+].[K+]. Product: [F:19][C:20]1[CH:21]=[CH:22][C:23]2[S:31][C:30]3[CH2:29][CH2:28][N:27]([C:6]4[CH:7]=[N:8][CH:9]=[CH:10][C:5]=4[CH3:4])[C:26](=[O:32])[C:25]=3[C:24]=2[CH:33]=1. The catalyst class is: 246.